From a dataset of Reaction yield outcomes from USPTO patents with 853,638 reactions. Predict the reaction yield, written as a fraction of the theoretical maximum amount of product (1.0 means a 100% yield; for example, 0.34 means a 34% yield). (1) The reactants are F[C:2]1[C:7]([C:8]2[N:13]=[C:12]([CH3:14])[N:11]=[C:10]([N:15]([CH2:25][C:26]3[CH:31]=[CH:30][C:29]([O:32][CH3:33])=[CH:28][CH:27]=3)[CH2:16][C:17]3[CH:22]=[CH:21][C:20]([O:23][CH3:24])=[CH:19][CH:18]=3)[N:9]=2)=[CH:6][C:5]([C@H:34]([N:36]2[CH2:41][CH2:40][N:39]([S:42]([CH3:45])(=[O:44])=[O:43])[CH2:38][CH2:37]2)[CH3:35])=[CH:4][N:3]=1.[CH:46]([C:49]1[CH:50]=[C:51]([NH2:57])[CH:52]=[N:53][C:54]=1[O:55][CH3:56])([CH3:48])[CH3:47].C[Si]([N-][Si](C)(C)C)(C)C.[Li+]. The yield is 0.210. The product is [CH:46]([C:49]1[CH:50]=[C:51]([NH:57][C:2]2[C:7]([C:8]3[N:13]=[C:12]([CH3:14])[N:11]=[C:10]([N:15]([CH2:16][C:17]4[CH:18]=[CH:19][C:20]([O:23][CH3:24])=[CH:21][CH:22]=4)[CH2:25][C:26]4[CH:27]=[CH:28][C:29]([O:32][CH3:33])=[CH:30][CH:31]=4)[N:9]=3)=[CH:6][C:5]([C@H:34]([N:36]3[CH2:37][CH2:38][N:39]([S:42]([CH3:45])(=[O:44])=[O:43])[CH2:40][CH2:41]3)[CH3:35])=[CH:4][N:3]=2)[CH:52]=[N:53][C:54]=1[O:55][CH3:56])([CH3:48])[CH3:47]. The catalyst is C1COCC1. (2) The product is [CH3:13][O:15][C:16](=[O:37])[CH2:17][O:18][CH2:19]/[CH:20]=[CH:21]\[CH2:22][N:23]1[C:28](=[O:29])[CH2:27][CH2:26][CH2:25][C@@H:24]1[CH2:30][OH:31]. The reactants are O.C1(C)C=CC(S(O)(=O)=O)=CC=1.[CH2:13]([O:15][C:16](=[O:37])[CH2:17][O:18][CH2:19]/[CH:20]=[CH:21]\[CH2:22][N:23]1[C:28](=[O:29])[CH2:27][CH2:26][CH2:25][C@@H:24]1[CH2:30][O:31]C(OCC)C)C. The catalyst is CO. The yield is 0.640.